From a dataset of Full USPTO retrosynthesis dataset with 1.9M reactions from patents (1976-2016). Predict the reactants needed to synthesize the given product. (1) Given the product [CH3:25][C:16]1([CH3:26])[NH:17][C@H:13]([C@H:12]([C:3]2[CH:4]=[CH:5][C:6]([C:8]([F:10])([F:9])[F:11])=[CH:7][C:2]=2[F:1])[NH:27][C:28]([N:30]2[CH2:39][CH2:38][C:37]3[CH:36]=[N:35][C:34]([NH:40][CH:41]4[CH2:42][CH2:43][O:44][CH2:45][CH2:46]4)=[N:33][C:32]=3[CH2:31]2)=[O:29])[CH2:14][CH2:15]1, predict the reactants needed to synthesize it. The reactants are: [F:1][C:2]1[CH:7]=[C:6]([C:8]([F:11])([F:10])[F:9])[CH:5]=[CH:4][C:3]=1[C@H:12]([NH:27][C:28]([N:30]1[CH2:39][CH2:38][C:37]2[CH:36]=[N:35][C:34]([NH:40][CH:41]3[CH2:46][CH2:45][O:44][CH2:43][CH2:42]3)=[N:33][C:32]=2[CH2:31]1)=[O:29])[C@H:13]1[N:17](C(OC(C)(C)C)=O)[C:16]([CH3:26])([CH3:25])[CH2:15][CH2:14]1.Cl.CC(O)C.C([O-])([O-])=O.[Na+].[Na+]. (2) Given the product [Cl:8][C:5]1[N:6]=[N:7][C:2]([N:30]2[CH2:31][CH2:32][N:27]([C:24]3[CH:23]=[CH:22][C:21]([C:20]([F:34])([F:19])[F:33])=[CH:26][N:25]=3)[CH2:28][CH2:29]2)=[C:3]2[N:11]=[CH:10][NH:9][C:4]=12, predict the reactants needed to synthesize it. The reactants are: Cl[C:2]1[N:7]=[N:6][C:5]([Cl:8])=[C:4]2[NH:9][CH:10]=[N:11][C:3]=12.C(N(CC)CC)C.[F:19][C:20]([F:34])([F:33])[C:21]1[CH:22]=[CH:23][C:24]([N:27]2[CH2:32][CH2:31][NH:30][CH2:29][CH2:28]2)=[N:25][CH:26]=1. (3) Given the product [C:13]([C:9]1[CH:8]=[C:7]2[C:3]([CH2:4][CH:5]([CH3:18])[C:6]2=[O:17])=[C:2]([C:25]2[CH:24]=[C:23]([C:19]([CH3:21])([CH3:20])[CH3:22])[CH:28]=[C:27]([C:29]([CH3:32])([CH3:31])[CH3:30])[CH:26]=2)[C:10]=1[O:11][CH3:12])([CH3:16])([CH3:15])[CH3:14], predict the reactants needed to synthesize it. The reactants are: Br[C:2]1[C:10]([O:11][CH3:12])=[C:9]([C:13]([CH3:16])([CH3:15])[CH3:14])[CH:8]=[C:7]2[C:3]=1[CH2:4][CH:5]([CH3:18])[C:6]2=[O:17].[C:19]([C:23]1[CH:24]=[C:25](B(O)O)[CH:26]=[C:27]([C:29]([CH3:32])([CH3:31])[CH3:30])[CH:28]=1)([CH3:22])([CH3:21])[CH3:20].C([O-])([O-])=O.[Na+].[Na+].C1C=CC(P(C2C=CC=CC=2)C2C=CC=CC=2)=CC=1. (4) Given the product [CH2:1]([N:5]([CH2:7][CH2:8][CH2:9][CH3:10])[C:18]([C:13]1[C:12]([Cl:11])=[C:16]([CH3:17])[NH:15][N:14]=1)=[O:20])[CH2:2][CH2:3][CH3:4], predict the reactants needed to synthesize it. The reactants are: [CH2:1]([NH2:5])[CH2:2][CH2:3][CH3:4].[Li][CH2:7][CH2:8][CH2:9][CH3:10].[Cl:11][C:12]1[C:13]([C:18]([O:20]CC)=O)=[N:14][NH:15][C:16]=1[CH3:17].